This data is from Retrosynthesis with 50K atom-mapped reactions and 10 reaction types from USPTO. The task is: Predict the reactants needed to synthesize the given product. (1) The reactants are: COC(=O)[C@@H](NCc1ccc(OC)cc1)c1ccccc1.COc1ccc(C=O)cc1. Given the product COC(=O)[C@H](c1ccccc1)N(Cc1ccc(OC)cc1)Cc1ccc(OC)cc1, predict the reactants needed to synthesize it. (2) Given the product COC(=O)c1nc(C#CCO)c2cccnc2c1OC(=O)c1ccccc1, predict the reactants needed to synthesize it. The reactants are: C#CCO.COC(=O)c1nc(I)c2cccnc2c1OC(=O)c1ccccc1.